From a dataset of Reaction yield outcomes from USPTO patents with 853,638 reactions. Predict the reaction yield, written as a fraction of the theoretical maximum amount of product (1.0 means a 100% yield; for example, 0.34 means a 34% yield). (1) The reactants are [Li+].C[Si]([N-][Si](C)(C)C)(C)C.[Si]([O:18][C:19]1[CH:24]=[CH:23][C:22]([C:25]2[CH:30]=[CH:29][CH:28]=[C:27]([CH2:31][C:32]([O:34][CH2:35][CH:36]=[CH2:37])=[O:33])[C:26]=2[CH3:38])=[CH:21][CH:20]=1)(C(C)(C)C)(C)C.[CH3:39]I.O. The catalyst is O1CCCC1. The product is [OH:18][C:19]1[CH:20]=[CH:21][C:22]([C:25]2[CH:30]=[CH:29][CH:28]=[C:27]([CH:31]([CH3:39])[C:32]([O:34][CH2:35][CH:36]=[CH2:37])=[O:33])[C:26]=2[CH3:38])=[CH:23][CH:24]=1. The yield is 0.910. (2) The reactants are [CH3:1][C:2]([C:4]1[CH:9]=[CH:8][CH:7]=[C:6]([Br:10])[CH:5]=1)=O.[Si](OCC)(OCC)(OCC)OCC.[CH:24]([C:27]1[CH:33]=[CH:32][CH:31]=[C:30]([CH:34]([CH3:36])[CH3:35])[C:28]=1[NH2:29])([CH3:26])[CH3:25].OS(O)(=O)=O. No catalyst specified. The product is [Br:10][C:6]1[CH:5]=[C:4]([C:2](=[N:29][C:28]2[C:30]([CH:34]([CH3:35])[CH3:36])=[CH:31][CH:32]=[CH:33][C:27]=2[CH:24]([CH3:26])[CH3:25])[CH3:1])[CH:9]=[CH:8][CH:7]=1. The yield is 0.880. (3) The reactants are [CH3:1][O:2][C:3]1[CH:8]=[CH:7][C:6]([NH:9][C:10](=O)[C:11]2[CH:16]=[CH:15][N:14]=[CH:13][CH:12]=2)=[CH:5][CH:4]=1.P(Cl)(Cl)(Cl)(Cl)Cl.CO[CH:26](OC)[CH2:27][NH2:28].C(O)(C)C. The catalyst is P(Cl)(Cl)(Cl)=O. The product is [CH3:1][O:2][C:3]1[CH:8]=[CH:7][C:6]([N:9]2[CH:26]=[CH:27][N:28]=[C:10]2[C:11]2[CH:16]=[CH:15][N:14]=[CH:13][CH:12]=2)=[CH:5][CH:4]=1. The yield is 0.740. (4) The reactants are [CH2:1]1[CH2:6][C@H:5]([C:7]([OH:9])=[O:8])[CH2:4][CH2:3][C@H:2]1[CH2:10][NH2:11].[CH3:12][C:13]([CH3:33])([CH3:32])[C:14]([O:16][CH:17]([O:21][C:22](ON1C(=O)CCC1=O)=[O:23])[CH:18]([CH3:20])[CH3:19])=[O:15]. The catalyst is CC(OC)(C)C.CC(C)=O.O. The product is [CH3:33][C:13]([CH3:12])([CH3:32])[C:14]([O:16][CH:17]([O:21][C:22]([NH:11][CH2:10][C@H:2]1[CH2:3][CH2:4][C@H:5]([C:7]([OH:9])=[O:8])[CH2:6][CH2:1]1)=[O:23])[CH:18]([CH3:20])[CH3:19])=[O:15]. The yield is 0.0300. (5) The reactants are I[C:2]1[CH:3]=[C:4]([CH:10]=[CH:11][CH:12]=1)[C:5]([O:7][CH2:8][CH3:9])=[O:6].[C:13]1(B(O)O)[CH:18]=[CH:17][CH:16]=[CH:15][CH:14]=1.C(=O)([O-])[O-].[Na+].[Na+].C(OCC)(=O)C.C[N:35](C=O)C. The catalyst is C([O-])(=O)C.[Pd+2].C([O-])(=O)C. The product is [NH2:35][C:13]1[CH:14]=[C:15]([C:2]2[CH:12]=[CH:11][CH:10]=[C:4]([C:5]([O:7][CH2:8][CH3:9])=[O:6])[CH:3]=2)[CH:16]=[CH:17][CH:18]=1. The yield is 0.550.